Dataset: Full USPTO retrosynthesis dataset with 1.9M reactions from patents (1976-2016). Task: Predict the reactants needed to synthesize the given product. (1) The reactants are: [CH3:1][S:2]([CH:5]1[CH2:10][CH2:9][N:8](C(OC(C)(C)C)=O)[CH2:7][CH2:6]1)(=[O:4])=[O:3].Cl.O1CCOCC1. Given the product [CH3:1][S:2]([CH:5]1[CH2:10][CH2:9][NH:8][CH2:7][CH2:6]1)(=[O:4])=[O:3], predict the reactants needed to synthesize it. (2) Given the product [NH2:1][C:2]1[CH:7]=[CH:6][C:5]([O:8][C:17]2[CH:22]=[CH:21][N:20]=[C:19]([C:23]([NH2:25])=[O:24])[CH:18]=2)=[C:4]([Cl:9])[CH:3]=1, predict the reactants needed to synthesize it. The reactants are: [NH2:1][C:2]1[CH:7]=[CH:6][C:5]([OH:8])=[C:4]([Cl:9])[CH:3]=1.CC([O-])(C)C.[K+].Cl[C:17]1[CH:22]=[CH:21][N:20]=[C:19]([C:23]([NH2:25])=[O:24])[CH:18]=1.C([O-])([O-])=O.[K+].[K+]. (3) Given the product [Cl:1][C:2]1[S:6][C:5]([C:7]([NH:33][CH2:34][C@@H:35]2[O:39][C:38](=[O:40])[N:37]([C:41]3[CH:46]=[CH:45][C:44]([N:47]4[CH2:52][CH2:51][O:50][CH2:49][C:48]4=[O:53])=[CH:43][CH:42]=3)[CH2:36]2)=[O:9])=[CH:4][CH:3]=1, predict the reactants needed to synthesize it. The reactants are: [Cl:1][C:2]1[S:6][C:5]([C:7]([OH:9])=O)=[CH:4][CH:3]=1.C(N1C=CN=C1)(N1C=CN=C1)=O.N12CCCN=C1CCCCC2.[NH2:33][CH2:34][C@@H:35]1[O:39][C:38](=[O:40])[N:37]([C:41]2[CH:46]=[CH:45][C:44]([N:47]3[CH2:52][CH2:51][O:50][CH2:49][C:48]3=[O:53])=[CH:43][CH:42]=2)[CH2:36]1. (4) Given the product [Cl:2][C:3]1[C:4]([NH:13][C@H:14]2[CH2:18][CH2:17][CH2:16][C@@H:15]2[NH:19][C:32]([C:27]2[C:26]([C:21]3[N:20]=[CH:25][CH:24]=[CH:23][N:22]=3)=[CH:31][CH:30]=[CH:29][N:28]=2)=[O:33])=[N:5][CH:6]=[C:7]([C:9]([F:12])([F:10])[F:11])[CH:8]=1, predict the reactants needed to synthesize it. The reactants are: Cl.[Cl:2][C:3]1[C:4]([NH:13][C@H:14]2[CH2:18][CH2:17][CH2:16][C@@H:15]2[NH2:19])=[N:5][CH:6]=[C:7]([C:9]([F:12])([F:11])[F:10])[CH:8]=1.[N:20]1[CH:25]=[CH:24][CH:23]=[N:22][C:21]=1[C:26]1[C:27]([C:32](O)=[O:33])=[N:28][CH:29]=[CH:30][CH:31]=1.N1C2C(=NC=CC=2)N(O)N=1.C(Cl)CCl.C(N(CC)CC)C. (5) The reactants are: C([Cl:4])(=O)C.C(OC([N:12]1[CH2:36][CH2:35][C:15]2([CH2:18][N:17]([C@H:19]3[C:27]4[C:22](=[CH:23][C:24]([C:28]5[CH:33]=[C:32]([CH3:34])[N:31]=[CH:30][N:29]=5)=[CH:25][CH:26]=4)[CH2:21][CH2:20]3)[CH2:16]2)[CH2:14][CH2:13]1)=O)(C)(C)C. Given the product [ClH:4].[ClH:4].[CH3:34][C:32]1[N:31]=[CH:30][N:29]=[C:28]([C:24]2[CH:23]=[C:22]3[C:27](=[CH:26][CH:25]=2)[CH:19]([N:17]2[CH2:18][C:15]4([CH2:35][CH2:36][NH:12][CH2:13][CH2:14]4)[CH2:16]2)[CH2:20][CH2:21]3)[CH:33]=1, predict the reactants needed to synthesize it. (6) Given the product [ClH:43].[OH:7][NH:8][C:9]([C:11]1([S:21]([C:24]2[CH:29]=[CH:28][C:27]([C:30]3[CH:31]=[CH:32][C:33]([CH2:36][CH2:37][CH2:38][C:39]([F:42])([F:40])[F:41])=[CH:34][CH:35]=3)=[CH:26][CH:25]=2)(=[O:23])=[O:22])[CH2:12][CH2:13][N:14]([CH2:17][CH2:18][O:19][CH3:20])[CH2:15][CH2:16]1)=[O:10], predict the reactants needed to synthesize it. The reactants are: O1CCCCC1[O:7][NH:8][C:9]([C:11]1([S:21]([C:24]2[CH:29]=[CH:28][C:27]([C:30]3[CH:35]=[CH:34][C:33]([CH2:36][CH2:37][CH2:38][C:39]([F:42])([F:41])[F:40])=[CH:32][CH:31]=3)=[CH:26][CH:25]=2)(=[O:23])=[O:22])[CH2:16][CH2:15][N:14]([CH2:17][CH2:18][O:19][CH3:20])[CH2:13][CH2:12]1)=[O:10].[ClH:43]. (7) Given the product [CH:1]1([C@@H:6]([C:10]2[CH:15]=[CH:14][C:13]([CH3:16])=[CH:12][CH:11]=2)[C:7]([O:9][C:23]([CH3:25])([CH3:24])[CH3:22])=[O:8])[CH2:5][CH2:4][CH2:3][CH2:2]1, predict the reactants needed to synthesize it. The reactants are: [CH:1]1([C@@H:6]([C:10]2[CH:15]=[CH:14][C:13]([CH3:16])=[CH:12][CH:11]=2)[C:7]([OH:9])=[O:8])[CH2:5][CH2:4][CH2:3][CH2:2]1.S(=O)(=O)(O)O.[CH3:22][C:23]([CH3:25])=[CH2:24].